From a dataset of Reaction yield outcomes from USPTO patents with 853,638 reactions. Predict the reaction yield, written as a fraction of the theoretical maximum amount of product (1.0 means a 100% yield; for example, 0.34 means a 34% yield). (1) The reactants are [I:1][C:2]1[N:6]([C:7]2[CH:12]=[CH:11][CH:10]=[C:9]([F:13])[CH:8]=2)[N:5]=[CH:4][C:3]=1[C:14]([O:16]CC)=[O:15]. The catalyst is O1CCCC1.[Li+].[OH-].CO. The product is [I:1][C:2]1[N:6]([C:7]2[CH:12]=[CH:11][CH:10]=[C:9]([F:13])[CH:8]=2)[N:5]=[CH:4][C:3]=1[C:14]([OH:16])=[O:15]. The yield is 0.900. (2) The reactants are [CH2:1]([O:3][C:4]1[CH:5]=[C:6]([C:13]2[O:17][N:16]=[C:15]([C:18]3[CH:19]=[CH:20][C:21]4[O:25][C:24]([CH2:26][N:27]5[CH2:30][CH:29]([C:31]([O:33]C)=[O:32])[CH2:28]5)=[CH:23][C:22]=4[CH:35]=3)[N:14]=2)[CH:7]=[CH:8][C:9]=1[O:10][CH2:11][CH3:12])[CH3:2].[OH-].[K+]. The catalyst is O1CCOCC1. The product is [CH2:1]([O:3][C:4]1[CH:5]=[C:6]([C:13]2[O:17][N:16]=[C:15]([C:18]3[CH:19]=[CH:20][C:21]4[O:25][C:24]([CH2:26][N:27]5[CH2:28][CH:29]([C:31]([OH:33])=[O:32])[CH2:30]5)=[CH:23][C:22]=4[CH:35]=3)[N:14]=2)[CH:7]=[CH:8][C:9]=1[O:10][CH2:11][CH3:12])[CH3:2]. The yield is 0.550. (3) The reactants are [H-].[Na+].[CH2:3]1[CH2:7][O:6][CH2:5][CH2:4]1.[CH:8](=O)[CH2:9][CH3:10].[OH2:12]. The catalyst is CCOC(C)=O. The product is [C:5]([O:6][CH2:7][CH3:3])(=[O:12])/[CH:4]=[CH:8]/[CH2:9][CH3:10]. The yield is 0.520. (4) The reactants are [Si:1]([O:8][CH:9]1[CH2:13][CH2:12][CH2:11][C:10]21[CH2:21][C:20]1[N:19]([CH2:22][O:23][CH2:24][CH2:25][Si:26]([CH3:29])([CH3:28])[CH3:27])[N:18]=[C:17]([C:30](O)=[O:31])[C:16]=1[CH2:15][CH2:14]2)([C:4]([CH3:7])([CH3:6])[CH3:5])([CH3:3])[CH3:2].[CH2:33]([N:40]1[CH:44]=[C:43]([NH2:45])[CH:42]=[N:41]1)[C:34]1[CH:39]=[CH:38][CH:37]=[CH:36][CH:35]=1.F[B-](F)(F)F.N1(OC(N(C)C)=[N+](C)C)C2C=CC=CC=2N=N1.C(N(C(C)C)C(C)C)C. The catalyst is CN(C)C=O.CCOC(C)=O. The product is [CH2:33]([N:40]1[CH:44]=[C:43]([NH:45][C:30]([C:17]2[C:16]3[CH2:15][CH2:14][C:10]4([CH2:11][CH2:12][CH2:13][CH:9]4[O:8][Si:1]([C:4]([CH3:5])([CH3:6])[CH3:7])([CH3:2])[CH3:3])[CH2:21][C:20]=3[N:19]([CH2:22][O:23][CH2:24][CH2:25][Si:26]([CH3:28])([CH3:29])[CH3:27])[N:18]=2)=[O:31])[CH:42]=[N:41]1)[C:34]1[CH:35]=[CH:36][CH:37]=[CH:38][CH:39]=1. The yield is 0.900. (5) The reactants are C1(P(C2C=CC=CC=2)C2C=CC=CC=2)C=CC=CC=1.C[O:21][C:22]1[C:23]([C:35](=[O:44])[C:36]2[CH:41]=[CH:40][C:39]([O:42][CH3:43])=[CH:38][CH:37]=2)=[C:24]([CH2:30][C:31]([O:33][CH3:34])=[O:32])[CH:25]=[C:26]([O:28][CH3:29])[CH:27]=1. The catalyst is O1CCCC1.C(O)=O.C([O-])(=O)C.[Pd+2].C([O-])(=O)C. The product is [OH:21][C:22]1[C:23]([C:35](=[O:44])[C:36]2[CH:37]=[CH:38][C:39]([O:42][CH3:43])=[CH:40][CH:41]=2)=[C:24]([CH2:30][C:31]([O:33][CH3:34])=[O:32])[CH:25]=[C:26]([O:28][CH3:29])[CH:27]=1. The yield is 0.560. (6) The reactants are [OH:1][C:2]1[C:3]([C:12](=[O:21])[CH2:13][C:14]([O:16][C:17]([CH3:20])([CH3:19])[CH3:18])=[O:15])=[CH:4][C:5]2[C:10]([CH:11]=1)=[CH:9][CH:8]=[CH:7][CH:6]=2.[CH:22](=O)[C:23]1[CH:28]=[CH:27][CH:26]=[CH:25][CH:24]=1.N1CCCCC1.C(O)(=O)C. The catalyst is C1C=CC=CC=1. The product is [OH:1][C:2]1[C:3]([C:12](/[C:13](=[CH:22]\[C:23]2[CH:28]=[CH:27][CH:26]=[CH:25][CH:24]=2)/[C:14]([O:16][C:17]([CH3:18])([CH3:20])[CH3:19])=[O:15])=[O:21])=[CH:4][C:5]2[C:10]([CH:11]=1)=[CH:9][CH:8]=[CH:7][CH:6]=2. The yield is 0.570.